From a dataset of Catalyst prediction with 721,799 reactions and 888 catalyst types from USPTO. Predict which catalyst facilitates the given reaction. (1) Reactant: [Cl-].[Al+3].[Cl-].[Cl-].[CH:5]1[C:10]2[C:11]([O:13][C:14](=[O:15])[C:9]=2[CH:8]=[C:7]2[C:16]([O:18][C:19](=[O:20])[C:6]=12)=[O:17])=[O:12].[CH2:21]([C:27]1[CH:32]=[CH:31][CH:30]=[CH:29][CH:28]=1)[CH2:22][CH2:23][CH2:24][CH2:25][CH3:26].C(N([CH:39]([CH3:41])[CH3:40])CC)(C)C.Cl. Product: [CH2:21]([C:27]1[CH:28]=[CH:29][C:30]([C:19]([C:6]2[CH:5]=[C:10]([C:11]([OH:13])=[O:12])[C:9]([C:14](=[O:15])[C:30]3[CH:31]=[CH:32][C:27]([CH2:21][CH2:22][CH2:23][CH2:41][CH2:39][CH3:40])=[CH:28][CH:29]=3)=[CH:8][C:7]=2[C:16]([OH:18])=[O:17])=[O:20])=[CH:31][CH:32]=1)[CH2:22][CH2:23][CH2:24][CH2:25][CH3:26]. The catalyst class is: 325. (2) Reactant: [CH:1]1([CH2:4][NH2:5])[CH2:3][CH2:2]1.N1C=CC=CC=1.[C:12]([NH:20][C:21]1[S:22][C:23]([C:27](Cl)=[O:28])=[C:24]([CH3:26])[N:25]=1)(=[O:19])[C:13]1[CH:18]=[CH:17][CH:16]=[CH:15][CH:14]=1. Product: [CH:1]1([CH2:4][NH:5][C:27]([C:23]2[S:22][C:21]([NH:20][C:12](=[O:19])[C:13]3[CH:14]=[CH:15][CH:16]=[CH:17][CH:18]=3)=[N:25][C:24]=2[CH3:26])=[O:28])[CH2:3][CH2:2]1. The catalyst class is: 217.